Dataset: Full USPTO retrosynthesis dataset with 1.9M reactions from patents (1976-2016). Task: Predict the reactants needed to synthesize the given product. (1) Given the product [CH3:3][O:4][C:5]1[CH:6]=[CH:7][C:8]([C:9]([CH:11]2[CH2:16][CH2:15][N:14]([CH:17]3[CH2:22][CH2:21][CH2:20][N:19]([CH2:27][C:28]4[NH:29][C:30](=[O:38])[C:31]5[CH2:37][O:36][CH2:35][CH2:34][C:32]=5[N:33]=4)[C:18]3=[O:23])[CH2:13][CH2:12]2)=[O:10])=[CH:24][CH:25]=1, predict the reactants needed to synthesize it. The reactants are: [H-].[Na+].[CH3:3][O:4][C:5]1[CH:25]=[CH:24][C:8]([C:9]([CH:11]2[CH2:16][CH2:15][N:14]([CH:17]3[CH2:22][CH2:21][CH2:20][NH:19][C:18]3=[O:23])[CH2:13][CH2:12]2)=[O:10])=[CH:7][CH:6]=1.Cl[CH2:27][C:28]1[NH:29][C:30](=[O:38])[C:31]2[CH2:37][O:36][CH2:35][CH2:34][C:32]=2[N:33]=1. (2) Given the product [CH3:3][CH:2]([N:4]1[C:12](/[CH:13]=[CH:14]/[CH:15]([OH:24])[CH2:16][CH:17]([OH:23])[CH2:18][C:19]([O-:21])=[O:20])=[C:11]([C:25]2[CH:26]=[CH:27][C:28]([F:31])=[CH:29][CH:30]=2)[C:10]2[CH:9]=[CH:8][CH:7]=[CH:6][C:5]1=2)[CH3:1].[Na+:39], predict the reactants needed to synthesize it. The reactants are: [CH3:1][CH:2]([N:4]1[C:12](/[CH:13]=[CH:14]/[C@H:15]([OH:24])[CH2:16][C@H:17]([OH:23])[CH2:18][C:19]([O:21]C)=[O:20])=[C:11]([C:25]2[CH:30]=[CH:29][C:28]([F:31])=[CH:27][CH:26]=2)[C:10]2[C:5]1=[CH:6][CH:7]=[CH:8][CH:9]=2)[CH3:3].C1CCCCC1.[OH-].[Na+:39]. (3) Given the product [N+:3]([C:6]1[CH:7]=[C:8]2[CH:14]=[C:13]([CH2:15][OH:16])[N:12]([S:17]([C:20]3[CH:21]=[CH:22][CH:23]=[CH:24][CH:25]=3)(=[O:18])=[O:19])[C:9]2=[N:10][CH:11]=1)([O-:5])=[O:4], predict the reactants needed to synthesize it. The reactants are: [BH4-].[Na+].[N+:3]([C:6]1[CH:7]=[C:8]2[CH:14]=[C:13]([CH:15]=[O:16])[N:12]([S:17]([C:20]3[CH:25]=[CH:24][CH:23]=[CH:22][CH:21]=3)(=[O:19])=[O:18])[C:9]2=[N:10][CH:11]=1)([O-:5])=[O:4].O.C(OCC)(=O)C. (4) Given the product [CH3:12][O:7][C:6](=[O:8])[C:5]1[CH:9]=[CH:10][C:2]([Br:1])=[CH:3][C:4]=1[CH3:11], predict the reactants needed to synthesize it. The reactants are: [Br:1][C:2]1[CH:10]=[CH:9][C:5]([C:6]([OH:8])=[O:7])=[C:4]([CH3:11])[CH:3]=1.[CH3:12]O. (5) The reactants are: [Cl:1][C:2]1[C:3]([C:14]2[CH:19]=[C:18]([Cl:20])[CH:17]=[CH:16][C:15]=2[CH:21]([F:23])[F:22])=[CH:4][C:5](=[O:13])[N:6]([CH:8]([CH3:12])[C:9]([OH:11])=O)[CH:7]=1.[NH2:24][C:25]1[CH:37]=[CH:36][C:28]([C:29]([O:31][C:32]([CH3:35])([CH3:34])[CH3:33])=[O:30])=[CH:27][CH:26]=1. Given the product [Cl:1][C:2]1[C:3]([C:14]2[CH:19]=[C:18]([Cl:20])[CH:17]=[CH:16][C:15]=2[CH:21]([F:22])[F:23])=[CH:4][C:5](=[O:13])[N:6]([CH:8]([CH3:12])[C:9]([NH:24][C:25]2[CH:37]=[CH:36][C:28]([C:29]([O:31][C:32]([CH3:33])([CH3:34])[CH3:35])=[O:30])=[CH:27][CH:26]=2)=[O:11])[CH:7]=1, predict the reactants needed to synthesize it. (6) The reactants are: [CH3:1][O:2][CH2:3]OCOC.[C:8]([C:12]1[CH:17]=[C:16]([C:18]([CH3:21])([CH3:20])[CH3:19])C=[C:14]([Br:22])[CH:13]=1)([CH3:11])([CH3:10])[CH3:9].C(Cl)OC.COS(OC)(=O)=O.C(C1C=C(C(C)(C)C)C=CC=1O)(C)(C)C. Given the product [CH3:1][O:2][C:3]1[C:14]([Br:22])=[CH:13][C:12]([C:8]([CH3:10])([CH3:9])[CH3:11])=[CH:17][C:16]=1[C:18]([CH3:21])([CH3:20])[CH3:19], predict the reactants needed to synthesize it. (7) Given the product [Cl:3][C:4]1[CH:9]=[CH:8][C:7]([CH2:10][CH:11]([CH:17]([C:19]2[CH:24]=[CH:23][C:22]([F:25])=[CH:21][CH:20]=2)[OH:18])[C:12]([O:14][CH2:15][CH3:16])=[O:13])=[CH:6][C:5]=1[O:26][C:27]([F:31])([F:32])[CH:28]([F:29])[F:30], predict the reactants needed to synthesize it. The reactants are: [BH4-].[Na+].[Cl:3][C:4]1[CH:9]=[CH:8][C:7]([CH2:10][CH:11]([C:17]([C:19]2[CH:24]=[CH:23][C:22]([F:25])=[CH:21][CH:20]=2)=[O:18])[C:12]([O:14][CH2:15][CH3:16])=[O:13])=[CH:6][C:5]=1[O:26][C:27]([F:32])([F:31])[CH:28]([F:30])[F:29].Cl.O. (8) Given the product [O:9]=[C:8]1[N:7]2[CH2:10][C@@H:3]([CH2:4][CH2:5][C@H:6]2[C:11]([O:13][CH2:14][CH:15]2[CH2:20][CH2:19][N:18]([C:21]([O:23][C:24]([CH3:27])([CH3:26])[CH3:25])=[O:22])[CH2:17][CH2:16]2)=[O:12])[N:2]1[O:1][S:28]([OH:31])(=[O:30])=[O:29], predict the reactants needed to synthesize it. The reactants are: [OH:1][N:2]1[C:8](=[O:9])[N:7]2[CH2:10][C@H:3]1[CH2:4][CH2:5][C@H:6]2[C:11]([O:13][CH2:14][CH:15]1[CH2:20][CH2:19][N:18]([C:21]([O:23][C:24]([CH3:27])([CH3:26])[CH3:25])=[O:22])[CH2:17][CH2:16]1)=[O:12].[S:28](=[O:31])(=[O:30])=[O:29].N1C=CC=CC=1. (9) Given the product [C:17]1([CH3:20])[CH:16]=[CH:15][C:14]([S:11]([N:9]2[CH:10]=[C:6]([CH2:4][OH:3])[CH:7]=[N:8]2)(=[O:13])=[O:12])=[CH:19][CH:18]=1, predict the reactants needed to synthesize it. The reactants are: C([O:3][C:4]([C:6]1[CH:7]=[N:8][N:9]([S:11]([C:14]2[CH:19]=[CH:18][C:17]([CH3:20])=[CH:16][CH:15]=2)(=[O:13])=[O:12])[CH:10]=1)=O)C.CC(C[AlH]CC(C)C)C. (10) Given the product [C:1]([O:5][C:6]([N:8]1[C@H:12]([CH2:13][C:14]2[CH:15]=[CH:16][C:17]([C:20]3[CH:21]=[CH:22][CH:23]=[CH:24][CH:25]=3)=[CH:18][CH:19]=2)[CH2:11][C:10](=[CH2:26])[C:9]1=[O:34])=[O:7])([CH3:4])([CH3:3])[CH3:2], predict the reactants needed to synthesize it. The reactants are: [C:1]([O:5][C:6]([N:8]1[C@H:12]([CH2:13][C:14]2[CH:19]=[CH:18][C:17]([C:20]3[CH:25]=[CH:24][CH:23]=[CH:22][CH:21]=3)=[CH:16][CH:15]=2)[CH2:11]/[C:10](=[CH:26]\N(C(C)C)C(C)C)/[C:9]1=[O:34])=[O:7])([CH3:4])([CH3:3])[CH3:2].S(=O)(=O)(O)O.O.